From a dataset of Full USPTO retrosynthesis dataset with 1.9M reactions from patents (1976-2016). Predict the reactants needed to synthesize the given product. (1) Given the product [C:1]12([NH:11][CH2:12][C:13]3[CH:14]=[CH:15][C:16]([S:19]([CH3:20])=[O:29])=[CH:17][CH:18]=3)[CH2:10][CH:5]3[CH2:4][CH:3]([CH2:9][CH:7]([CH2:6]3)[CH2:8]1)[CH2:2]2, predict the reactants needed to synthesize it. The reactants are: [C:1]12([NH:11][CH2:12][C:13]3[CH:18]=[CH:17][C:16]([S:19][CH3:20])=[CH:15][CH:14]=3)[CH2:10][CH:5]3[CH2:6][CH:7]([CH2:9][CH:3]([CH2:4]3)[CH2:2]1)[CH2:8]2.C1C=C(Cl)C=C(C(OO)=[O:29])C=1. (2) Given the product [C:9]([O:13][C:14]([N:16]1[CH2:20][CH2:19][C@H:18]([O:21][Si:22]([C:25]([CH3:27])([CH3:26])[CH3:28])([CH3:23])[CH3:24])[C@H:17]1[C:29](=[O:31])[NH:39][C:40]1[C:49]2[C:44](=[CH:45][CH:46]=[CH:47][CH:48]=2)[C:43]([C:50]#[N:51])=[CH:42][CH:41]=1)=[O:15])([CH3:12])([CH3:10])[CH3:11], predict the reactants needed to synthesize it. The reactants are: C(OC(Cl)=O)C(C)C.[C:9]([O:13][C:14]([N:16]1[CH2:20][CH2:19][C@H:18]([O:21][Si:22]([C:25]([CH3:28])([CH3:27])[CH3:26])([CH3:24])[CH3:23])[C@H:17]1[C:29]([OH:31])=O)=[O:15])([CH3:12])([CH3:11])[CH3:10].CN1CCOCC1.[NH2:39][C:40]1[C:49]2[C:44](=[CH:45][CH:46]=[CH:47][CH:48]=2)[C:43]([C:50]#[N:51])=[CH:42][CH:41]=1.